Dataset: Full USPTO retrosynthesis dataset with 1.9M reactions from patents (1976-2016). Task: Predict the reactants needed to synthesize the given product. (1) Given the product [NH3:8].[CH3:14][N:11]1[CH2:12][CH2:13][C@@H:9]([NH:8][C:1](=[O:2])[O:3][C:4]([CH3:7])([CH3:6])[CH3:5])[CH2:10]1, predict the reactants needed to synthesize it. The reactants are: [C:1]([NH:8][C@@H:9]1[CH2:13][CH2:12][NH:11][CH2:10]1)([O:3][C:4]([CH3:7])([CH3:6])[CH3:5])=[O:2].[C:14](O)(=O)C.C([O-])(=O)C.[Na+].C([BH3-])#N.[Na+].C(=O)([O-])O.[Na+]. (2) Given the product [OH:14][C@H:2]([CH2:6][CH:7]1[CH2:12][CH2:11][O:10][CH2:9][CH2:8]1)[C:3]([OH:5])=[O:4], predict the reactants needed to synthesize it. The reactants are: N[C@H:2]([CH2:6][CH:7]1[CH2:12][CH2:11][O:10][CH2:9][CH2:8]1)[C:3]([OH:5])=[O:4].N([O-])=[O:14].[Na+]. (3) The reactants are: [CH3:1][N:2]([CH3:4])[NH2:3].[Br:5][C:6]1[CH:11]=[CH:10][C:9]([CH2:12][CH:13]2[CH2:18][CH2:17][CH2:16][CH2:15][C:14]2=O)=[CH:8][CH:7]=1. Given the product [CH3:1][N:2]([CH3:4])[N:3]=[C:14]1[CH2:15][CH2:16][CH2:17][CH2:18][CH:13]1[CH2:12][C:9]1[CH:8]=[CH:7][C:6]([Br:5])=[CH:11][CH:10]=1, predict the reactants needed to synthesize it. (4) Given the product [CH3:22][O:21][CH2:20][CH2:19][N:16]1[CH2:17][CH2:18][N:13]2[N:12]=[C:11]([NH:10][C:4]3[C:5](=[O:9])[N:6]([CH3:8])[CH:7]=[C:2]([B:24]4[O:28][C:27]([CH3:30])([CH3:29])[C:26]([CH3:32])([CH3:31])[O:25]4)[CH:3]=3)[CH:23]=[C:14]2[CH2:15]1, predict the reactants needed to synthesize it. The reactants are: Br[C:2]1[CH:3]=[C:4]([NH:10][C:11]2[CH:23]=[C:14]3[CH2:15][N:16]([CH2:19][CH2:20][O:21][CH3:22])[CH2:17][CH2:18][N:13]3[N:12]=2)[C:5](=[O:9])[N:6]([CH3:8])[CH:7]=1.[B:24]1([B:24]2[O:28][C:27]([CH3:30])([CH3:29])[C:26]([CH3:32])([CH3:31])[O:25]2)[O:28][C:27]([CH3:30])([CH3:29])[C:26]([CH3:32])([CH3:31])[O:25]1.CC(C1C=C(C(C)C)C(C2C=CC=CC=2P(C2CCCCC2)C2CCCCC2)=C(C(C)C)C=1)C.C([O-])(=O)C.[K+]. (5) Given the product [CH2:32]([N:17]([CH2:16][C:14]1[S:15][C:11]([C:7]2[CH:8]=[CH:9][CH:10]=[C:5]([S:2]([CH3:1])(=[O:3])=[O:4])[CH:6]=2)=[CH:12][CH:13]=1)[S:18]([C:21]1[CH:26]=[CH:25][CH:24]=[CH:23][C:22]=1[C:27]([F:30])([F:28])[F:29])(=[O:20])=[O:19])[CH3:33], predict the reactants needed to synthesize it. The reactants are: [CH3:1][S:2]([C:5]1[CH:6]=[C:7]([C:11]2[S:15][C:14]([CH2:16][NH:17][S:18]([C:21]3[CH:26]=[CH:25][CH:24]=[CH:23][C:22]=3[C:27]([F:30])([F:29])[F:28])(=[O:20])=[O:19])=[CH:13][CH:12]=2)[CH:8]=[CH:9][CH:10]=1)(=[O:4])=[O:3].I[CH2:32][CH3:33].C(=O)([O-])[O-].[Cs+].[Cs+]. (6) Given the product [CH3:1][C:2]1[CH:7]=[C:6]([C:8]2[CH:9]=[CH:10][C:11]3[N:17]4[CH2:18][C@H:14]([CH2:15][CH2:16]4)[N:13]([C:31]([NH:45][C:43]4[N:42]=[CH:41][N:40]=[N:39][CH:44]=4)=[O:37])[C:12]=3[N:19]=2)[CH:5]=[CH:4][N:3]=1, predict the reactants needed to synthesize it. The reactants are: [CH3:1][C:2]1[CH:7]=[C:6]([C:8]2[CH:9]=[CH:10][C:11]3[N:17]4[CH2:18][C@H:14]([CH2:15][CH2:16]4)[NH:13][C:12]=3[N:19]=2)[CH:5]=[CH:4][N:3]=1.C(N(CC)CC)C.ClC(Cl)(O[C:31](=[O:37])OC(Cl)(Cl)Cl)Cl.[N:39]1[CH:44]=[C:43]([NH2:45])[N:42]=[CH:41][N:40]=1.